Dataset: Catalyst prediction with 721,799 reactions and 888 catalyst types from USPTO. Task: Predict which catalyst facilitates the given reaction. (1) Reactant: CCCC[N+](CCCC)(CCCC)CCCC.[F-].[C:19]([O:23][C:24](=[O:46])[N:25]([CH2:28][CH2:29][C:30]1[CH:35]=[CH:34][C:33]([Cl:36])=[C:32]([C:37](C)(C)[O:38][SiH2]C(C)(C)C)[CH:31]=1)[CH2:26][CH3:27])([CH3:22])([CH3:21])[CH3:20].CCOC(C)=O. Product: [C:19]([O:23][C:24](=[O:46])[N:25]([CH2:28][CH2:29][C:30]1[CH:35]=[CH:34][C:33]([Cl:36])=[C:32]([CH2:37][OH:38])[CH:31]=1)[CH2:26][CH3:27])([CH3:20])([CH3:21])[CH3:22]. The catalyst class is: 1. (2) Reactant: Br[C:2]1[CH:3]=[C:4]2[C:8](=[C:9]([C:11]([NH2:13])=[O:12])[CH:10]=1)[NH:7][CH:6]=[C:5]2[CH:14]1[CH2:19][CH2:18][N:17]([S:20]([CH2:23][CH2:24][CH2:25][O:26][CH3:27])(=[O:22])=[O:21])[CH2:16][CH2:15]1.O1CCOCC1.CC1(C)C(C)(C)OB([C:42]2[CH:43]=[C:44]([CH:47]=[O:48])[S:45][CH:46]=2)O1.C(=O)([O-])[O-].[K+].[K+]. Product: [CH:47]([C:44]1[S:45][CH:46]=[C:42]([C:2]2[CH:3]=[C:4]3[C:8](=[C:9]([C:11]([NH2:13])=[O:12])[CH:10]=2)[NH:7][CH:6]=[C:5]3[CH:14]2[CH2:19][CH2:18][N:17]([S:20]([CH2:23][CH2:24][CH2:25][O:26][CH3:27])(=[O:22])=[O:21])[CH2:16][CH2:15]2)[CH:43]=1)=[O:48]. The catalyst class is: 103. (3) Reactant: [Br:1][C:2]1[C:7](=[O:8])[N:6]([CH2:9][C:10]([NH:12][CH2:13][C:14]2[CH:19]=[CH:18][N:17]=[CH:16][CH:15]=2)=[O:11])[N:5]=[CH:4][C:3]=1[NH:20][C@@H:21]1[CH2:26][C@@H:25]2[CH2:27][C@@H:23]([C:24]2([CH3:29])[CH3:28])[C@H:22]1[CH3:30].ClC1C=CC=C(C(OO)=[O:39])C=1. Product: [Br:1][C:2]1[C:7](=[O:8])[N:6]([CH2:9][C:10]([NH:12][CH2:13][C:14]2[CH:15]=[CH:16][N+:17]([O-:39])=[CH:18][CH:19]=2)=[O:11])[N:5]=[CH:4][C:3]=1[NH:20][C@@H:21]1[CH2:26][C@@H:25]2[CH2:27][C@@H:23]([C:24]2([CH3:29])[CH3:28])[C@H:22]1[CH3:30]. The catalyst class is: 7.